This data is from NCI-60 drug combinations with 297,098 pairs across 59 cell lines. The task is: Regression. Given two drug SMILES strings and cell line genomic features, predict the synergy score measuring deviation from expected non-interaction effect. (1) Drug 1: CC1=CC=C(C=C1)C2=CC(=NN2C3=CC=C(C=C3)S(=O)(=O)N)C(F)(F)F. Drug 2: C1C(C(OC1N2C=NC3=C(N=C(N=C32)Cl)N)CO)O. Cell line: EKVX. Synergy scores: CSS=-2.02, Synergy_ZIP=5.50, Synergy_Bliss=3.76, Synergy_Loewe=-1.47, Synergy_HSA=-3.08. (2) Drug 1: C1=NC(=NC(=O)N1C2C(C(C(O2)CO)O)O)N. Drug 2: CC(C)NC(=O)C1=CC=C(C=C1)CNNC.Cl. Cell line: LOX IMVI. Synergy scores: CSS=32.8, Synergy_ZIP=-0.796, Synergy_Bliss=2.61, Synergy_Loewe=-26.2, Synergy_HSA=0.655. (3) Drug 1: CC1=C2C(C(=O)C3(C(CC4C(C3C(C(C2(C)C)(CC1OC(=O)C(C(C5=CC=CC=C5)NC(=O)C6=CC=CC=C6)O)O)OC(=O)C7=CC=CC=C7)(CO4)OC(=O)C)O)C)OC(=O)C. Drug 2: N.N.Cl[Pt+2]Cl. Cell line: SF-268. Synergy scores: CSS=54.4, Synergy_ZIP=-7.76, Synergy_Bliss=-6.00, Synergy_Loewe=-12.1, Synergy_HSA=-2.32.